This data is from Catalyst prediction with 721,799 reactions and 888 catalyst types from USPTO. The task is: Predict which catalyst facilitates the given reaction. (1) Reactant: [CH3:1][O:2][C:3]([C:5]1[C:9]2[CH:10]=[CH:11][C:12]([O:14][C:15]3[CH:20]=[C:19](Cl)[N:18]=[C:17]([NH2:22])[N:16]=3)=[CH:13][C:8]=2[O:7][CH:6]=1)=[O:4].N1C=CC=CC=1. Product: [CH3:1][O:2][C:3]([C:5]1[C:9]2[CH:10]=[CH:11][C:12]([O:14][C:15]3[CH:20]=[CH:19][N:18]=[C:17]([NH2:22])[N:16]=3)=[CH:13][C:8]=2[O:7][CH:6]=1)=[O:4]. The catalyst class is: 123. (2) Reactant: [Br:1][C:2]1[CH:7]=[C:6]([F:8])[C:5]([O:9]C)=[C:4]([CH:11]([CH3:13])[CH3:12])[CH:3]=1.B(Br)(Br)Br. Product: [Br:1][C:2]1[CH:7]=[C:6]([F:8])[C:5]([OH:9])=[C:4]([CH:11]([CH3:13])[CH3:12])[CH:3]=1. The catalyst class is: 2. (3) Reactant: [F:1][C:2]1[CH:3]=[C:4]([CH:6]=[CH:7][C:8]=1[O:9][C:10]1[C:19]2[C:14](=[CH:15][C:16]([O:22][CH2:23][CH2:24][CH2:25][N:26]3[CH2:31][CH2:30][O:29][CH2:28][CH2:27]3)=[C:17]([O:20][CH3:21])[CH:18]=2)[N:13]=[CH:12][CH:11]=1)[NH2:5].[CH3:32][N:33]1[CH2:37][CH2:36][CH:35]([C:38](O)=[O:39])[C:34]1=[O:41].Cl.C(N=C=NCCCN(C)C)C.N1(O)C2C=CC=CC=2N=N1.C(N(C(C)C)C(C)C)C. Product: [F:1][C:2]1[CH:3]=[C:4]([NH:5][C:38]([CH:35]2[CH2:36][CH2:37][N:33]([CH3:32])[C:34]2=[O:41])=[O:39])[CH:6]=[CH:7][C:8]=1[O:9][C:10]1[C:19]2[C:14](=[CH:15][C:16]([O:22][CH2:23][CH2:24][CH2:25][N:26]3[CH2:31][CH2:30][O:29][CH2:28][CH2:27]3)=[C:17]([O:20][CH3:21])[CH:18]=2)[N:13]=[CH:12][CH:11]=1. The catalyst class is: 34. (4) Product: [Cl:52][C:49]1[CH:50]=[CH:51][C:46]([CH:39]([C:36]2[CH:35]=[CH:34][C:33]([Cl:32])=[CH:38][CH:37]=2)[N:40]2[CH2:41][CH2:42][N:43]([C:2]([O:17][CH:16]([C:15]([O:14][CH3:13])=[O:22])[C:18]([F:21])([F:20])[F:19])=[O:4])[CH2:44][CH2:45]2)=[CH:47][CH:48]=1. The catalyst class is: 2. Reactant: Cl[C:2](Cl)([O:4]C(=O)OC(Cl)(Cl)Cl)Cl.[CH3:13][O:14][C:15](=[O:22])[CH:16]([C:18]([F:21])([F:20])[F:19])[OH:17].C(N(CC)C(C)C)(C)C.[Cl:32][C:33]1[CH:38]=[CH:37][C:36]([CH:39]([C:46]2[CH:51]=[CH:50][C:49]([Cl:52])=[CH:48][CH:47]=2)[N:40]2[CH2:45][CH2:44][NH:43][CH2:42][CH2:41]2)=[CH:35][CH:34]=1. (5) Reactant: [C:1]([O:5][C:6]([C:8]1([CH:11]2[CH2:16][CH2:15][NH:14][CH2:13][CH2:12]2)[CH2:10][CH2:9]1)=[O:7])([CH3:4])([CH3:3])[CH3:2].C(N(CC)CC)C.[C:24](Cl)(=[O:26])[CH3:25]. Product: [C:1]([O:5][C:6]([C:8]1([CH:11]2[CH2:16][CH2:15][N:14]([C:24](=[O:26])[CH3:25])[CH2:13][CH2:12]2)[CH2:9][CH2:10]1)=[O:7])([CH3:4])([CH3:2])[CH3:3]. The catalyst class is: 2. (6) Reactant: [CH2:1]([O:5][CH2:6][CH2:7][O:8][C:9]1[CH:14]=[CH:13][C:12]([C:15]2[CH:16]=[CH:17][C:18]3[NH:24][CH2:23][CH2:22][C:21]([C:25]([NH:27][C:28]4[CH:33]=[CH:32][C:31]([CH:34]([OH:43])[C:35]5[CH:40]=[C:39]([CH3:41])[CH:38]=[CH:37][N+:36]=5[O-:42])=[CH:30][CH:29]=4)=[O:26])=[CH:20][C:19]=3[CH:44]=2)=[CH:11][CH:10]=1)[CH2:2][CH2:3][CH3:4]. Product: [CH2:1]([O:5][CH2:6][CH2:7][O:8][C:9]1[CH:10]=[CH:11][C:12]([C:15]2[CH:16]=[CH:17][C:18]3[N:24]([CH2:11][CH:12]([CH3:15])[CH3:13])[CH2:23][CH2:22][C:21]([C:25]([NH:27][C:28]4[CH:33]=[CH:32][C:31]([CH:34]([OH:43])[C:35]5[CH:40]=[C:39]([CH3:41])[CH:38]=[CH:37][N+:36]=5[O-:42])=[CH:30][CH:29]=4)=[O:26])=[CH:20][C:19]=3[CH:44]=2)=[CH:13][CH:14]=1)[CH2:2][CH2:3][CH3:4]. The catalyst class is: 26. (7) Reactant: Cl[C:2]1[C:11]2[C:6](=[CH:7][CH:8]=[CH:9][CH:10]=2)[N:5]=[C:4]([C:12]([C:14]2[CH:19]=[CH:18][C:17]([F:20])=[CH:16][CH:15]=2)=[O:13])[N:3]=1.CCN(C(C)C)C(C)C.[CH3:30][C:31]1[NH:35][N:34]=[C:33]([NH2:36])[CH:32]=1. The catalyst class is: 3. Product: [F:20][C:17]1[CH:18]=[CH:19][C:14]([C:12]([C:4]2[N:3]=[C:2]([NH:36][C:33]3[CH:32]=[C:31]([CH3:30])[NH:35][N:34]=3)[C:11]3[C:6](=[CH:7][CH:8]=[CH:9][CH:10]=3)[N:5]=2)=[O:13])=[CH:15][CH:16]=1. (8) Reactant: [C:1]([O:16][C@H:17]([CH2:47][CH2:48][CH2:49][CH2:50][CH2:51][CH2:52][CH2:53][CH2:54][CH2:55][CH2:56][CH3:57])[CH2:18][C:19]([O:21][C@H:22]1[C@H:34]([OH:35])[C@@H:33]([CH2:36][OH:37])[O:32][C@@H:24]([O:25][CH2:26][CH2:27][Si:28]([CH3:31])([CH3:30])[CH3:29])[C@@H:23]1[NH:38][C:39]([O:41][CH2:42][C:43]([Cl:46])([Cl:45])[Cl:44])=[O:40])=[O:20])(=[O:15])[CH2:2][CH2:3][CH2:4][CH2:5][CH2:6][CH2:7][CH2:8][CH2:9][CH2:10][CH2:11][CH2:12][CH2:13][CH3:14].N1C=CC=CC=1.Cl[C:65]([O:67][C:68]([CH3:74])([CH3:73])[C:69]([Cl:72])([Cl:71])[Cl:70])=[O:66].N1(C2C=CN=CC=2)CCCC1.C(N(CC)C(C)C)(C)C.[P:95](Cl)([O:104][C:105]1[CH:110]=[CH:109][CH:108]=[CH:107][CH:106]=1)([O:97][C:98]1[CH:103]=[CH:102][CH:101]=[CH:100][CH:99]=1)=[O:96]. Product: [C:98]1([O:97][P:95]([O:35][C@@H:34]2[C@@H:33]([CH2:36][O:37][C:65]([O:67][C:68]([CH3:74])([CH3:73])[C:69]([Cl:72])([Cl:71])[Cl:70])=[O:66])[O:32][C@@H:24]([O:25][CH2:26][CH2:27][Si:28]([CH3:29])([CH3:31])[CH3:30])[C@H:23]([NH:38][C:39]([O:41][CH2:42][C:43]([Cl:45])([Cl:46])[Cl:44])=[O:40])[C@H:22]2[O:21][C:19](=[O:20])[CH2:18][C@H:17]([O:16][C:1](=[O:15])[CH2:2][CH2:3][CH2:4][CH2:5][CH2:6][CH2:7][CH2:8][CH2:9][CH2:10][CH2:11][CH2:12][CH2:13][CH3:14])[CH2:47][CH2:48][CH2:49][CH2:50][CH2:51][CH2:52][CH2:53][CH2:54][CH2:55][CH2:56][CH3:57])([O:104][C:105]2[CH:110]=[CH:109][CH:108]=[CH:107][CH:106]=2)=[O:96])[CH:99]=[CH:100][CH:101]=[CH:102][CH:103]=1. The catalyst class is: 2.